This data is from Catalyst prediction with 721,799 reactions and 888 catalyst types from USPTO. The task is: Predict which catalyst facilitates the given reaction. (1) Reactant: [C:1]([C:4]1[CH:9]=[CH:8][C:7]([C:10]2[S:14][C:13]([N+:15]([O-:17])=[O:16])=[C:12]([C:18]([NH2:20])=[O:19])[CH:11]=2)=[CH:6][CH:5]=1)(=[O:3])[CH3:2].[BH4-].[Na+].O. Product: [OH:3][CH:1]([C:4]1[CH:9]=[CH:8][C:7]([C:10]2[S:14][C:13]([N+:15]([O-:17])=[O:16])=[C:12]([C:18]([NH2:20])=[O:19])[CH:11]=2)=[CH:6][CH:5]=1)[CH3:2]. The catalyst class is: 5. (2) Reactant: [N:1]([C:4]1[CH:10]=[CH:9][C:7]([NH2:8])=[CH:6][CH:5]=1)=[N+:2]=[N-:3].[Br:11][C:12]1[CH:13]=[CH:14][C:15]2[N:16]([CH2:26][CH:27]3[CH2:29][O:28]3)[C:17]3[C:22]([C:23]=2[CH:24]=1)=[CH:21][C:20]([Br:25])=[CH:19][CH:18]=3.[Li+].[Br-]. Product: [N:1]([C:4]1[CH:10]=[CH:9][C:7]([NH:8][CH2:29][CH:27]([OH:28])[CH2:26][N:16]2[C:17]3[CH:18]=[CH:19][C:20]([Br:25])=[CH:21][C:22]=3[C:23]3[C:15]2=[CH:14][CH:13]=[C:12]([Br:11])[CH:24]=3)=[CH:6][CH:5]=1)=[N+:2]=[N-:3]. The catalyst class is: 1. (3) Reactant: [C:1]([O:5][C:6]([NH:8][C@@H:9]1[CH2:14][CH2:13][CH2:12][CH2:11][C@@H:10]1[NH:15][C:16]1[C:25]2[C:20](=[CH:21][CH:22]=[C:23]([CH3:26])[CH:24]=2)[N:19]=[C:18]([C:27]([O-:29])=O)[N:17]=1)=[O:7])([CH3:4])([CH3:3])[CH3:2].[CH3:30][O:31][CH2:32][CH2:33][NH2:34].C(OC(C)C)(C)C. Product: [C:1]([O:5][C:6](=[O:7])[NH:8][C@@H:9]1[CH2:14][CH2:13][CH2:12][CH2:11][C@@H:10]1[NH:15][C:16]1[C:25]2[C:20](=[CH:21][CH:22]=[C:23]([CH3:26])[CH:24]=2)[N:19]=[C:18]([C:27]([NH:34][CH2:33][CH2:32][O:31][CH3:30])=[O:29])[N:17]=1)([CH3:4])([CH3:3])[CH3:2]. The catalyst class is: 5.